This data is from Reaction yield outcomes from USPTO patents with 853,638 reactions. The task is: Predict the reaction yield, written as a fraction of the theoretical maximum amount of product (1.0 means a 100% yield; for example, 0.34 means a 34% yield). (1) The reactants are [CH3:1][O:2][C:3](=[O:62])[NH:4][CH:5]([C:9]([N:11]1[CH:17]([C:18]2[NH:19][C:20]([C:23]3[CH:32]=[CH:31][C:30]4[C:25](=CC=[C:28]([C:33]5[CH:38]=[CH:37][C:36]([C:39]6[NH:40][C:41]([CH:44]7[CH:49]8[CH2:50][CH:46](CC8)[N:45]7[C:51](=[O:61])[CH:52]([NH:56][C:57]([O:59][CH3:60])=[O:58])[CH:53]([CH3:55])[CH3:54])=[N:42][CH:43]=6)=[CH:35][CH:34]=5)[CH:29]=4)[CH:24]=3)=[CH:21][N:22]=2)[CH2:16][C:13]2(C[CH2:14]2)[CH2:12]1)=[O:10])[CH:6]([CH3:8])[CH3:7].COC(=O)N[CH:67](C(N1CCCC1C1NC(C2C=CC3C(=CC=C(B4OC(C)(C)C(C)(C)O4)C=3)C=2)=CN=1)=O)[CH:68](C)C.COC(=O)NC(C(N1CC(=C)CC1C1NC(C2C=CC(Br)=CC=2)=CN=1)=O)C(C)C.P([O-])([O-])([O-])=O.[K+].[K+].[K+].C(=O)([O-])[O-].[K+].[K+]. No catalyst specified. The product is [CH3:60][O:59][C:57](=[O:58])[NH:56][CH:52]([C:51]([N:45]1[CH2:46][CH2:50][CH2:49][CH:44]1[C:41]1[NH:40][C:39]([C:36]2[CH:35]=[CH:34][C:33]3[C:38](=[CH:67][CH:68]=[C:29]([C:30]4[CH:25]=[CH:24][C:23]([C:20]5[NH:19][C:18]([CH:17]6[CH2:16][C:13](=[CH2:14])[CH2:12][N:11]6[C:9](=[O:10])[CH:5]([NH:4][C:3]([O:2][CH3:1])=[O:62])[CH:6]([CH3:8])[CH3:7])=[N:22][CH:21]=5)=[CH:32][CH:31]=4)[CH:28]=3)[CH:37]=2)=[CH:43][N:42]=1)=[O:61])[CH:53]([CH3:54])[CH3:55]. The yield is 0.0500. (2) The reactants are [O:1]=[C:2]1[N:6]([C:7]2[CH:8]=[C:9]([CH:13]=[CH:14][CH:15]=2)[C:10](O)=[O:11])[CH2:5][CH2:4][O:3]1.S(Cl)(Cl)=O.[NH3:20]. The catalyst is C(Cl)Cl.CN(C=O)C. The product is [O:1]=[C:2]1[N:6]([C:7]2[CH:8]=[C:9]([CH:13]=[CH:14][CH:15]=2)[C:10]([NH2:20])=[O:11])[CH2:5][CH2:4][O:3]1. The yield is 0.980.